From a dataset of HIV replication inhibition screening data with 41,000+ compounds from the AIDS Antiviral Screen. Binary Classification. Given a drug SMILES string, predict its activity (active/inactive) in a high-throughput screening assay against a specified biological target. (1) The molecule is CCOC(=O)NP(=O)(NC(=O)OCC)NC(=O)OCC. The result is 0 (inactive). (2) The molecule is CC(=O)On1c(-c2ccccc2-c2nc3ccccc3n2OC(C)=O)nc2ccccc21. The result is 0 (inactive). (3) The compound is CC12c3c4cc(Br)cc3Oc3cc(Br)cc(c31)Oc1cc(Br)cc(c12)O4. The result is 0 (inactive). (4) The drug is CC(=O)OC12c3ccccc3-c3ccccc3C1C1C(=O)N(C)C(=O)C12Cl. The result is 0 (inactive). (5) The drug is O=C1CC(C2(c3ccc4c(c3)OCO4)SCCCS2)CO1. The result is 0 (inactive). (6) The drug is O=[N+]([O-])c1ccc(Cl)c(C2SCc3nc4ccccc4n32)c1. The result is 1 (active).